From a dataset of Reaction yield outcomes from USPTO patents with 853,638 reactions. Predict the reaction yield, written as a fraction of the theoretical maximum amount of product (1.0 means a 100% yield; for example, 0.34 means a 34% yield). (1) The reactants are [NH2:1][C:2]1[CH:3]=[C:4]([NH:8][C:9](=[O:15])OC(C)(C)C)[CH:5]=[CH:6][CH:7]=1.[CH3:16][CH2:17]N(CC)CC.C(Cl)(=O)C=C.C(O)(C(F)(F)F)=O. The catalyst is C(Cl)Cl. The product is [NH2:1][C:2]1[CH:3]=[C:4]([NH:8][C:9](=[O:15])[CH:16]=[CH2:17])[CH:5]=[CH:6][CH:7]=1. The yield is 0.870. (2) The reactants are C([O:14][C:15]1[C:24]2[N:23]=[CH:22][CH:21]=[CH:20][C:19]=2C(C(O)=O)=[C:17]2[CH2:28][N:29]([CH2:32][C:33]3[CH:38]=[CH:37][C:36]([F:39])=[CH:35][CH:34]=3)[C:30](=[O:31])[C:16]=12)(C1C=CC=CC=1)C1C=CC=CC=1.C(NCC)C.[CH:45]([N:48]([CH:51]([CH3:53])C)[CH2:49][CH3:50])([CH3:47])C.F[P-](F)(F)(F)(F)F.N1([O:70]C(N(C)C)=[N+](C)C)C2N=CC=CC=2N=N1. The catalyst is CN(C)C=O. The product is [CH2:51]([N:48]([CH2:49][CH3:50])[C:45]([C:47]1[C:19]2[CH:20]=[CH:21][CH:22]=[N:23][C:24]=2[C:15]([OH:14])=[C:16]2[C:30](=[O:31])[N:29]([CH2:32][C:33]3[CH:34]=[CH:35][C:36]([F:39])=[CH:37][CH:38]=3)[CH2:28][C:17]=12)=[O:70])[CH3:53]. The yield is 0.860. (3) The reactants are [N:1]1([CH2:6][C:7]2[CH:15]=[CH:14][C:10]([C:11]([OH:13])=O)=[CH:9][CH:8]=2)[CH:5]=[CH:4][CH:3]=[N:2]1.[N:16]1[CH:21]=[CH:20][CH:19]=[CH:18][C:17]=1[NH2:22]. No catalyst specified. The product is [N:1]1([CH2:6][C:7]2[CH:8]=[CH:9][C:10]([C:11]([NH:22][C:17]3[CH:18]=[CH:19][CH:20]=[CH:21][N:16]=3)=[O:13])=[CH:14][CH:15]=2)[CH:5]=[CH:4][CH:3]=[N:2]1. The yield is 0.200. (4) The reactants are C([O:5][C:6]([C:8]1[S:9][C:10]([C:24]2[CH:28]=[CH:27][N:26](S(=O)(=O)N(C)C)[N:25]=2)=[CH:11][C:12]=1[NH:13][S:14]([C:17]1[C:18]([CH3:23])=[CH:19][CH:20]=[CH:21][CH:22]=1)(=[O:16])=[O:15])=[O:7])(C)(C)C.Cl. The catalyst is O1CCOCC1.CO.O. The product is [NH:26]1[CH:27]=[CH:28][C:24]([C:10]2[S:9][C:8]([C:6]([OH:7])=[O:5])=[C:12]([NH:13][S:14]([C:17]3[C:18]([CH3:23])=[CH:19][CH:20]=[CH:21][CH:22]=3)(=[O:16])=[O:15])[CH:11]=2)=[N:25]1. The yield is 0.652. (5) The reactants are C([O:3][C:4]([C:6]1[CH:15]=[C:14]([O:16][S:17]([C:20]([F:23])([F:22])[F:21])(=[O:19])=[O:18])[C:13]2[C:8](=[CH:9][CH:10]=[CH:11][CH:12]=2)[N:7]=1)=O)C.[H-].CO.O. The catalyst is C1(C)C=CC=CC=1. The product is [F:23][C:20]([F:21])([F:22])[S:17]([O:16][C:14]1[C:13]2[C:8](=[CH:9][CH:10]=[CH:11][CH:12]=2)[N:7]=[C:6]([CH:4]=[O:3])[CH:15]=1)(=[O:18])=[O:19]. The yield is 0.740.